Task: Predict the reactants needed to synthesize the given product.. Dataset: Full USPTO retrosynthesis dataset with 1.9M reactions from patents (1976-2016) (1) Given the product [NH2:5][C:9]1[CH:14]=[CH:13][C:12]([C:15]2[S:16][CH:17]=[CH:18][CH:19]=2)=[CH:11][C:10]=1[NH:20][C:21](=[O:22])[C:23]1[CH:24]=[CH:25][C:26]([CH2:29][NH:30][C:31](=[O:39])[CH2:32][C:33]2[CH:34]=[N:35][CH:36]=[CH:37][CH:38]=2)=[CH:27][CH:28]=1, predict the reactants needed to synthesize it. The reactants are: CC([N:5]([C:9]1[CH:14]=[CH:13][C:12]([C:15]2[S:16][CH:17]=[CH:18][CH:19]=2)=[CH:11][C:10]=1[NH:20][C:21]([C:23]1[CH:28]=[CH:27][C:26]([CH2:29][NH:30][C:31](=[O:39])[CH2:32][C:33]2[CH:34]=[N:35][CH:36]=[CH:37][CH:38]=2)=[CH:25][CH:24]=1)=[O:22])C(=O)[O-])(C)C.C([O-])(O)=O.[Na+].C(Cl)Cl. (2) The reactants are: C(O)(C(F)(F)F)=O.[CH3:8][O:9][CH2:10][CH2:11][S:12][CH2:13][C:14]1[CH:15]=[C:16]([NH:24]C(=O)OC(C)(C)C)[CH:17]=[C:18]([C:20]([F:23])([F:22])[F:21])[CH:19]=1. Given the product [CH3:8][O:9][CH2:10][CH2:11][S:12][CH2:13][C:14]1[CH:15]=[C:16]([CH:17]=[C:18]([C:20]([F:23])([F:21])[F:22])[CH:19]=1)[NH2:24], predict the reactants needed to synthesize it. (3) Given the product [F:1][C:2]1[CH:3]=[CH:4][C:5]([N:8]2[C:13](=[O:14])[C:12]([C:15]([NH:41][C:38]3[CH:37]=[N:36][C:35]([O:34][C:33]4[CH:32]=[CH:31][N:30]=[C:29]5[NH:25][N:26]=[C:27]([CH3:42])[C:28]=45)=[N:40][CH:39]=3)=[O:17])=[CH:11][CH:10]=[N:9]2)=[CH:6][CH:7]=1, predict the reactants needed to synthesize it. The reactants are: [F:1][C:2]1[CH:7]=[CH:6][C:5]([N:8]2[C:13](=[O:14])[C:12]([C:15]([OH:17])=O)=[CH:11][CH:10]=[N:9]2)=[CH:4][CH:3]=1.COC1C=CC(C[N:25]2[C:29]3=[N:30][CH:31]=[CH:32][C:33]([O:34][C:35]4[N:40]=[CH:39][C:38]([NH2:41])=[CH:37][N:36]=4)=[C:28]3[C:27]([CH3:42])=[N:26]2)=CC=1. (4) The reactants are: [CH3:1][Mg]Br.[CH:4]([C:6]1[N:11]=[CH:10][C:9]([C:12]([O:14][CH3:15])=[O:13])=[CH:8][CH:7]=1)=[O:5].O. Given the product [OH:5][CH:4]([C:6]1[N:11]=[CH:10][C:9]([C:12]([O:14][CH3:15])=[O:13])=[CH:8][CH:7]=1)[CH3:1], predict the reactants needed to synthesize it. (5) The reactants are: [NH:1]1[CH2:6][CH2:5][CH:4]([OH:7])[CH2:3][CH2:2]1.O=[C:9]1[CH2:13][CH2:12][N:11]([C:14]([O:16][C:17]([CH3:20])([CH3:19])[CH3:18])=[O:15])[CH2:10]1.[C:21]([Al](CC)CC)#[N:22]. Given the product [C:21]([C:9]1([N:1]2[CH2:6][CH2:5][CH:4]([OH:7])[CH2:3][CH2:2]2)[CH2:13][CH2:12][N:11]([C:14]([O:16][C:17]([CH3:20])([CH3:19])[CH3:18])=[O:15])[CH2:10]1)#[N:22], predict the reactants needed to synthesize it. (6) Given the product [NH2:37][C:36]1[N:8]([CH2:9][C@H:10]([O:17][Si:18]([C:21]([CH3:24])([CH3:23])[CH3:22])([CH3:19])[CH3:20])[C:11]2[CH:12]=[CH:13][CH:14]=[CH:15][CH:16]=2)[C:7]2[CH:6]=[CH:5][C:4]([N:25]([CH3:34])[C:26](=[O:33])[C:27]3[CH:28]=[CH:29][CH:30]=[CH:31][CH:32]=3)=[CH:3][C:2]=2[N:1]=1, predict the reactants needed to synthesize it. The reactants are: [NH2:1][C:2]1[CH:3]=[C:4]([N:25]([CH3:34])[C:26](=[O:33])[C:27]2[CH:32]=[CH:31][CH:30]=[CH:29][CH:28]=2)[CH:5]=[CH:6][C:7]=1[NH:8][CH2:9][C@H:10]([O:17][Si:18]([C:21]([CH3:24])([CH3:23])[CH3:22])([CH3:20])[CH3:19])[C:11]1[CH:16]=[CH:15][CH:14]=[CH:13][CH:12]=1.Br[C:36]#[N:37]. (7) Given the product [CH3:1][C:2]1[C:6]([CH:7]([OH:21])[C:8]2[O:9][C:10]3[CH:16]=[CH:15][C:14]([CH2:17][C:18]([NH:37][CH:31]([C:25]4[CH:26]=[CH:27][C:28]([CH3:30])=[CH:29][C:24]=4[CH3:23])[CH2:32][O:33][CH:34]([CH3:36])[CH3:35])=[O:20])=[CH:13][C:11]=3[CH:12]=2)=[C:5]([CH3:22])[O:4][N:3]=1, predict the reactants needed to synthesize it. The reactants are: [CH3:1][C:2]1[C:6]([CH:7]([OH:21])[C:8]2[O:9][C:10]3[CH:16]=[CH:15][C:14]([CH2:17][C:18]([OH:20])=O)=[CH:13][C:11]=3[CH:12]=2)=[C:5]([CH3:22])[O:4][N:3]=1.[CH3:23][C:24]1[CH:29]=[C:28]([CH3:30])[CH:27]=[CH:26][C:25]=1[CH:31]([NH2:37])[CH2:32][O:33][CH:34]([CH3:36])[CH3:35].